From a dataset of Forward reaction prediction with 1.9M reactions from USPTO patents (1976-2016). Predict the product of the given reaction. (1) Given the reactants [F:1][C:2]1[CH:3]=[C:4]([Mg]Br)[CH:5]=[CH:6][CH:7]=1.Br[C:11]1[CH:16]=[CH:15][C:14]([CH:17]([OH:22])[C:18]([F:21])([F:20])[F:19])=[CH:13][CH:12]=1.C(O)(C(F)(F)F)=O, predict the reaction product. The product is: [F:19][C:18]([F:20])([F:21])[CH:17]([C:14]1[CH:15]=[CH:16][C:11]([C:4]2[CH:5]=[CH:6][CH:7]=[C:2]([F:1])[CH:3]=2)=[CH:12][CH:13]=1)[OH:22]. (2) Given the reactants [CH3:1][O:2][C:3]1[CH:4]=[C:5]2[C:10](=[CH:11][CH:12]=1)[CH2:9][NH:8][CH2:7][CH2:6]2.S(Cl)([Cl:16])(=O)=O, predict the reaction product. The product is: [Cl:16][C:4]1[C:3]([O:2][CH3:1])=[CH:12][CH:11]=[C:10]2[C:5]=1[CH2:6][CH2:7][NH:8][CH2:9]2. (3) The product is: [CH3:24][O:25][C:26](=[O:38])[C:27]1[C:28]([NH:34][C:35](=[O:37])[CH3:36])=[CH:29][CH:30]=[C:31]([N:33]2[C:11]([CH3:12])=[CH:10][CH:9]=[C:8]2[C:6]2[CH:7]=[C:2]([Br:1])[CH:3]=[CH:4][C:5]=2[O:15][CH2:16][C:17]2[CH:22]=[CH:21][C:20]([F:23])=[CH:19][CH:18]=2)[CH:32]=1. Given the reactants [Br:1][C:2]1[CH:3]=[CH:4][C:5]([O:15][CH2:16][C:17]2[CH:22]=[CH:21][C:20]([F:23])=[CH:19][CH:18]=2)=[C:6]([C:8](=O)[CH2:9][CH2:10][C:11](=O)[CH3:12])[CH:7]=1.[CH3:24][O:25][C:26](=[O:38])[C:27]1[CH:32]=[C:31]([NH2:33])[CH:30]=[CH:29][C:28]=1[NH:34][C:35](=[O:37])[CH3:36].CC1C=CC(S(O)(=O)=O)=CC=1, predict the reaction product. (4) Given the reactants [Cl:1][C:2]1[CH:15]=[CH:14][C:5]([CH2:6][NH:7]C(=O)C(F)(F)F)=[CH:4][C:3]=1[C:16]1[NH:20][C:19](=[O:21])[N:18]([C:22]2[CH:27]=[CH:26][C:25]([N+:28]([O-:30])=[O:29])=[C:24]([O:31][CH3:32])[CH:23]=2)[N:17]=1, predict the reaction product. The product is: [NH2:7][CH2:6][C:5]1[CH:14]=[CH:15][C:2]([Cl:1])=[C:3]([C:16]2[NH:20][C:19](=[O:21])[N:18]([C:22]3[CH:27]=[CH:26][C:25]([N+:28]([O-:30])=[O:29])=[C:24]([O:31][CH3:32])[CH:23]=3)[N:17]=2)[CH:4]=1. (5) The product is: [C:19]([N:8]([C:9](=[O:18])[C:10]1[CH:11]=[C:12]([CH3:17])[CH:13]=[C:14]([CH3:16])[CH:15]=1)[NH:7][C:5]([C:4]1[CH:23]=[CH:24][C:25]2[B:26]([OH:30])[O:27][CH:28]=[N:1][C:2]=2[CH:3]=1)=[O:6])([CH3:20])([CH3:22])[CH3:21]. Given the reactants [NH2:1][C:2]1[CH:3]=[C:4]([CH:23]=[CH:24][C:25]=1[B:26]1[O:30]C(C)(C)[C:28](C)(C)[O:27]1)[C:5]([NH:7][N:8]([C:19]([CH3:22])([CH3:21])[CH3:20])[C:9](=[O:18])[C:10]1[CH:15]=[C:14]([CH3:16])[CH:13]=[C:12]([CH3:17])[CH:11]=1)=[O:6].C(O)=O, predict the reaction product. (6) Given the reactants [SH:1][C:2]1[CH:3]=[C:4]([CH:8]=[CH:9][CH:10]=1)[C:5]([OH:7])=[O:6].[OH-].[Na+].Cl.[N:14]1[CH:19]=[CH:18][C:17]([CH2:20]Cl)=[CH:16][CH:15]=1, predict the reaction product. The product is: [N:14]1[CH:19]=[CH:18][C:17]([CH2:20][S:1][C:2]2[CH:3]=[C:4]([CH:8]=[CH:9][CH:10]=2)[C:5]([OH:7])=[O:6])=[CH:16][CH:15]=1. (7) The product is: [C:26]([OH:28])(=[O:27])[CH3:25].[CH3:21][CH:20]([NH2:22])[CH2:19][CH:16]1[CH2:15][CH2:14][N:13]([CH3:12])[CH2:18][CH2:17]1. Given the reactants S(C1C=CC(C)=CC=1)([O-])(=O)=O.[CH3:12][N+:13]1[CH:18]=[CH:17][C:16]([CH:19]=[C:20]([N+:22]([O-])=O)[CH3:21])=[CH:15][CH:14]=1.[CH3:25][C:26]([OH:28])=[O:27], predict the reaction product.